This data is from Reaction yield outcomes from USPTO patents with 853,638 reactions. The task is: Predict the reaction yield, written as a fraction of the theoretical maximum amount of product (1.0 means a 100% yield; for example, 0.34 means a 34% yield). (1) The reactants are [NH2:1][OH:2].[CH2:3]([O:5][C:6]1[CH:13]=[CH:12][CH:11]=[CH:10][C:7]=1[C:8]#[N:9])[CH3:4]. The catalyst is CCO. The product is [CH2:3]([O:5][C:6]1[CH:13]=[CH:12][CH:11]=[CH:10][C:7]=1[C:8](=[N:1][OH:2])[NH2:9])[CH3:4]. The yield is 0.970. (2) The reactants are O1CCCC1.[S:6]1[CH:10]=[CH:9][C:8]([CH2:11][O:12][C:13]2[CH:18]=[CH:17][C:16]([CH2:19][C:20](Cl)=[N:21][OH:22])=[CH:15][CH:14]=2)=[CH:7]1.[C:24]([C:26]1[C:27]([NH2:32])=[N:28][CH:29]=[CH:30][CH:31]=1)#[CH:25].C(N(CC)CC)C. The catalyst is O. The product is [S:6]1[CH:10]=[CH:9][C:8]([CH2:11][O:12][C:13]2[CH:18]=[CH:17][C:16]([CH2:19][C:20]3[CH:25]=[C:24]([C:26]4[C:27]([NH2:32])=[N:28][CH:29]=[CH:30][CH:31]=4)[O:22][N:21]=3)=[CH:15][CH:14]=2)=[CH:7]1. The yield is 0.240. (3) The reactants are [CH3:1][N:2]([CH3:20])[CH2:3][CH2:4][CH2:5][O:6][C:7]1[CH:12]=[CH:11][C:10]([NH2:13])=[CH:9][C:8]=1[C:14]1[N:15]([CH3:19])[N:16]=[CH:17][CH:18]=1.[Cl:21][C:22]1[CH:27]=[CH:26][CH:25]=[CH:24][C:23]=1[N:28]=[C:29]=[O:30]. The catalyst is C(Cl)Cl. The product is [Cl:21][C:22]1[CH:27]=[CH:26][CH:25]=[CH:24][C:23]=1[NH:28][C:29]([NH:13][C:10]1[CH:11]=[CH:12][C:7]([O:6][CH2:5][CH2:4][CH2:3][N:2]([CH3:1])[CH3:20])=[C:8]([C:14]2[N:15]([CH3:19])[N:16]=[CH:17][CH:18]=2)[CH:9]=1)=[O:30]. The yield is 0.950. (4) The reactants are Br[C:2]1[CH:10]=[CH:9][CH:8]=[C:7]([Cl:11])[C:3]=1[C:4]([OH:6])=[O:5].[CH3:12][C:13]1(C)[C:17](C)(C)OB(C(C)=C)O1.C([O-])([O-])=O.[K+].[K+].N#N. The catalyst is C1C=CC([P]([Pd]([P](C2C=CC=CC=2)(C2C=CC=CC=2)C2C=CC=CC=2)([P](C2C=CC=CC=2)(C2C=CC=CC=2)C2C=CC=CC=2)[P](C2C=CC=CC=2)(C2C=CC=CC=2)C2C=CC=CC=2)(C2C=CC=CC=2)C2C=CC=CC=2)=CC=1.O.O1CCOCC1. The product is [Cl:11][C:7]1[CH:8]=[CH:9][CH:10]=[C:2]([C:13]([CH3:17])=[CH2:12])[C:3]=1[C:4]([OH:6])=[O:5]. The yield is 0.510.